From a dataset of NCI-60 drug combinations with 297,098 pairs across 59 cell lines. Regression. Given two drug SMILES strings and cell line genomic features, predict the synergy score measuring deviation from expected non-interaction effect. (1) Drug 1: CC1C(C(=O)NC(C(=O)N2CCCC2C(=O)N(CC(=O)N(C(C(=O)O1)C(C)C)C)C)C(C)C)NC(=O)C3=C4C(=C(C=C3)C)OC5=C(C(=O)C(=C(C5=N4)C(=O)NC6C(OC(=O)C(N(C(=O)CN(C(=O)C7CCCN7C(=O)C(NC6=O)C(C)C)C)C)C(C)C)C)N)C. Drug 2: CC(C)NC(=O)C1=CC=C(C=C1)CNNC.Cl. Cell line: M14. Synergy scores: CSS=10.7, Synergy_ZIP=0.870, Synergy_Bliss=8.22, Synergy_Loewe=-3.09, Synergy_HSA=5.07. (2) Drug 1: C1C(C(OC1N2C=C(C(=O)NC2=O)F)CO)O. Drug 2: COC1=NC(=NC2=C1N=CN2C3C(C(C(O3)CO)O)O)N. Cell line: MCF7. Synergy scores: CSS=14.8, Synergy_ZIP=-3.82, Synergy_Bliss=-1.43, Synergy_Loewe=-22.5, Synergy_HSA=-2.44. (3) Drug 1: C1=CC(=CC=C1CCC2=CNC3=C2C(=O)NC(=N3)N)C(=O)NC(CCC(=O)O)C(=O)O. Drug 2: C(CN)CNCCSP(=O)(O)O. Cell line: RPMI-8226. Synergy scores: CSS=51.7, Synergy_ZIP=13.3, Synergy_Bliss=7.82, Synergy_Loewe=3.98, Synergy_HSA=9.13. (4) Drug 1: CC1C(C(CC(O1)OC2CC(CC3=C2C(=C4C(=C3O)C(=O)C5=C(C4=O)C(=CC=C5)OC)O)(C(=O)C)O)N)O.Cl. Drug 2: CC1=CC2C(CCC3(C2CCC3(C(=O)C)OC(=O)C)C)C4(C1=CC(=O)CC4)C. Cell line: IGROV1. Synergy scores: CSS=34.9, Synergy_ZIP=0.686, Synergy_Bliss=4.35, Synergy_Loewe=-69.3, Synergy_HSA=2.99. (5) Drug 2: C1C(C(OC1N2C=NC3=C(N=C(N=C32)Cl)N)CO)O. Drug 1: C1=CC(=C2C(=C1NCCNCCO)C(=O)C3=C(C=CC(=C3C2=O)O)O)NCCNCCO. Synergy scores: CSS=25.6, Synergy_ZIP=0.633, Synergy_Bliss=-5.02, Synergy_Loewe=-25.7, Synergy_HSA=-10.0. Cell line: RPMI-8226. (6) Drug 1: C1=CC(=CC=C1CCC2=CNC3=C2C(=O)NC(=N3)N)C(=O)NC(CCC(=O)O)C(=O)O. Drug 2: C1=NC(=NC(=O)N1C2C(C(C(O2)CO)O)O)N. Cell line: 786-0. Synergy scores: CSS=23.5, Synergy_ZIP=-2.32, Synergy_Bliss=1.69, Synergy_Loewe=-4.84, Synergy_HSA=2.04. (7) Drug 1: CC1CCC2CC(C(=CC=CC=CC(CC(C(=O)C(C(C(=CC(C(=O)CC(OC(=O)C3CCCCN3C(=O)C(=O)C1(O2)O)C(C)CC4CCC(C(C4)OC)O)C)C)O)OC)C)C)C)OC. Drug 2: CC12CCC3C(C1CCC2OP(=O)(O)O)CCC4=C3C=CC(=C4)OC(=O)N(CCCl)CCCl.[Na+]. Cell line: OVCAR-5. Synergy scores: CSS=32.9, Synergy_ZIP=-2.42, Synergy_Bliss=1.48, Synergy_Loewe=2.23, Synergy_HSA=3.29.